The task is: Regression/Classification. Given a drug SMILES string, predict its absorption, distribution, metabolism, or excretion properties. Task type varies by dataset: regression for continuous measurements (e.g., permeability, clearance, half-life) or binary classification for categorical outcomes (e.g., BBB penetration, CYP inhibition). Dataset: cyp1a2_veith.. This data is from CYP1A2 inhibition data for predicting drug metabolism from PubChem BioAssay. The compound is COC(=O)[C@@]1(Cc2ccc(OC)cc2)[C@H]2c3cc(C(=O)N(C)C)n(CCc4ccc(OC)c(Br)c4)c3C[C@H]2CN1C(=O)c1ccccc1. The result is 1 (inhibitor).